This data is from Full USPTO retrosynthesis dataset with 1.9M reactions from patents (1976-2016). The task is: Predict the reactants needed to synthesize the given product. (1) Given the product [F:15][C:12]1[CH:13]=[CH:14][C:9]([C:4]2[CH:5]=[CH:6][CH:7]=[CH:8][C:3]=2[CH2:2][N:19]2[CH:20]=[CH:21][CH:22]=[C:23]([C:24]([O:26][CH3:27])=[O:25])[C:18]2=[O:17])=[CH:10][CH:11]=1, predict the reactants needed to synthesize it. The reactants are: Cl[CH2:2][C:3]1[CH:8]=[CH:7][CH:6]=[CH:5][C:4]=1[C:9]1[CH:14]=[CH:13][C:12]([F:15])=[CH:11][CH:10]=1.Cl.[O:17]=[C:18]1[C:23]([C:24]([O:26][CH3:27])=[O:25])=[CH:22][CH:21]=[CH:20][NH:19]1.[H-].[Na+]. (2) Given the product [Br:1][C:2]1[CH:7]=[C:6]([N:25]2[CH:19]3[CH2:24][CH2:23][CH:22]2[CH2:21][CH2:20]3)[CH:5]=[CH:4][C:3]=1[N+:9]([O-:11])=[O:10], predict the reactants needed to synthesize it. The reactants are: [Br:1][C:2]1[CH:7]=[C:6](F)[CH:5]=[CH:4][C:3]=1[N+:9]([O-:11])=[O:10].C([O-])([O-])=O.[K+].[K+].Cl.[CH:19]12[NH:25][CH:22]([CH2:23][CH2:24]1)[CH2:21][CH2:20]2. (3) Given the product [Cl:1][C:2]1[N:3]=[C:4]([N:19]2[CH2:24][CH2:23][O:22][CH2:21][CH2:20]2)[C:5]2[S:10][C:9]([C:11]#[C:12][CH2:13][N:35]3[CH2:36][CH2:37][N:32]([CH3:31])[CH2:33][CH2:34]3)=[CH:8][C:6]=2[N:7]=1, predict the reactants needed to synthesize it. The reactants are: [Cl:1][C:2]1[N:3]=[C:4]([N:19]2[CH2:24][CH2:23][O:22][CH2:21][CH2:20]2)[C:5]2[S:10][C:9]([C:11]#[C:12][CH2:13]OS(C)(=O)=O)=[CH:8][C:6]=2[N:7]=1.C(=O)([O-])[O-].[K+].[K+].[CH3:31][N:32]1[CH2:37][CH2:36][NH:35][CH2:34][CH2:33]1.C(#N)C. (4) Given the product [NH:27]1[C:28]2[C:24](=[CH:23][C:22]([NH:21][C:20](=[O:38])[O:19][C@H:9]([C:4]3[CH:5]=[CH:6][C:7]([Cl:8])=[C:2]([Cl:1])[CH:3]=3)[C@@H:10]3[CH2:15][CH2:14][CH2:13][CH2:12][NH:11]3)=[CH:30][CH:29]=2)[CH:25]=[N:26]1, predict the reactants needed to synthesize it. The reactants are: [Cl:1][C:2]1[CH:3]=[C:4]([C@@H:9]([O:19][C:20](=[O:38])[NH:21][C:22]2[CH:23]=[C:24]3[C:28](=[CH:29][CH:30]=2)[N:27](C(OC(C)(C)C)=O)[N:26]=[CH:25]3)[C@@H:10]2[CH2:15][CH2:14][CH2:13][CH2:12][N:11]2C([O-])=O)[CH:5]=[CH:6][C:7]=1[Cl:8].Cl.